From a dataset of Full USPTO retrosynthesis dataset with 1.9M reactions from patents (1976-2016). Predict the reactants needed to synthesize the given product. Given the product [ClH:19].[CH2:1]([O:8][C:9]1[CH:18]=[C:17]2[C:12]([C:13]([NH:22][C:23]3[CH:24]=[C:25]4[C:29](=[CH:30][CH:31]=3)[NH:28][C:27]([CH3:32])=[CH:26]4)=[N:14][CH:15]=[N:16]2)=[CH:11][C:10]=1[O:20][CH3:21])[C:2]1[CH:7]=[CH:6][CH:5]=[CH:4][CH:3]=1, predict the reactants needed to synthesize it. The reactants are: [CH2:1]([O:8][C:9]1[CH:18]=[C:17]2[C:12]([C:13]([Cl:19])=[N:14][CH:15]=[N:16]2)=[CH:11][C:10]=1[O:20][CH3:21])[C:2]1[CH:7]=[CH:6][CH:5]=[CH:4][CH:3]=1.[NH2:22][C:23]1[CH:24]=[C:25]2[C:29](=[CH:30][CH:31]=1)[NH:28][C:27]([CH3:32])=[CH:26]2.